Task: Regression. Given two drug SMILES strings and cell line genomic features, predict the synergy score measuring deviation from expected non-interaction effect.. Dataset: NCI-60 drug combinations with 297,098 pairs across 59 cell lines (1) Drug 1: CC(CN1CC(=O)NC(=O)C1)N2CC(=O)NC(=O)C2. Drug 2: C1CN(P(=O)(OC1)NCCCl)CCCl. Cell line: MDA-MB-231. Synergy scores: CSS=8.09, Synergy_ZIP=-1.94, Synergy_Bliss=2.00, Synergy_Loewe=2.56, Synergy_HSA=2.70. (2) Drug 1: COC1=CC(=CC(=C1O)OC)C2C3C(COC3=O)C(C4=CC5=C(C=C24)OCO5)OC6C(C(C7C(O6)COC(O7)C8=CC=CS8)O)O. Drug 2: CC1C(C(CC(O1)OC2CC(CC3=C2C(=C4C(=C3O)C(=O)C5=C(C4=O)C(=CC=C5)OC)O)(C(=O)C)O)N)O.Cl. Cell line: IGROV1. Synergy scores: CSS=55.5, Synergy_ZIP=8.71, Synergy_Bliss=8.87, Synergy_Loewe=10.8, Synergy_HSA=13.8. (3) Drug 1: COC1=NC(=NC2=C1N=CN2C3C(C(C(O3)CO)O)O)N. Drug 2: CS(=O)(=O)CCNCC1=CC=C(O1)C2=CC3=C(C=C2)N=CN=C3NC4=CC(=C(C=C4)OCC5=CC(=CC=C5)F)Cl. Cell line: CAKI-1. Synergy scores: CSS=-0.402, Synergy_ZIP=1.19, Synergy_Bliss=1.55, Synergy_Loewe=-8.39, Synergy_HSA=-3.88.